Dataset: Forward reaction prediction with 1.9M reactions from USPTO patents (1976-2016). Task: Predict the product of the given reaction. Given the reactants [NH2:1][C:2]([CH3:6])([CH3:5])[C:3]#[N:4].C([O-])([O-])=O.[Na+].[Na+].[CH2:13]([O:20][C:21](Cl)=[O:22])[C:14]1[CH:19]=[CH:18][CH:17]=[CH:16][CH:15]=1, predict the reaction product. The product is: [C:3]([C:2]([NH:1][C:21](=[O:22])[O:20][CH2:13][C:14]1[CH:19]=[CH:18][CH:17]=[CH:16][CH:15]=1)([CH3:6])[CH3:5])#[N:4].